From a dataset of Reaction yield outcomes from USPTO patents with 853,638 reactions. Predict the reaction yield, written as a fraction of the theoretical maximum amount of product (1.0 means a 100% yield; for example, 0.34 means a 34% yield). (1) The reactants are [Cl:1][C:2]1[CH:3]=[C:4]([C:8]2[N:13]=[C:12]3[CH2:14][CH2:15][CH2:16][C:11]3=[C:10]([NH:17][C:18]3[CH:23]=[CH:22][C:21]([CH2:24][C:25]([CH3:28])([OH:27])[CH3:26])=[CH:20][CH:19]=3)[CH:9]=2)[CH:5]=[CH:6][CH:7]=1. The catalyst is O.C(#N)C.Cl. The product is [ClH:1].[Cl:1][C:2]1[CH:3]=[C:4]([C:8]2[N:13]=[C:12]3[CH2:14][CH2:15][CH2:16][C:11]3=[C:10]([NH:17][C:18]3[CH:19]=[CH:20][C:21]([CH2:24][C:25]([CH3:28])([OH:27])[CH3:26])=[CH:22][CH:23]=3)[CH:9]=2)[CH:5]=[CH:6][CH:7]=1. The yield is 0.980. (2) The reactants are [CH3:1][CH:2]([CH3:16])[C:3]([C:5]1[NH:6][C:7]2[C:12]([CH:13]=1)=[CH:11][CH:10]=[C:9]([S:14][CH3:15])[CH:8]=2)=[O:4].Br[CH2:18][CH2:19][NH:20][C:21](=[O:27])[O:22][C:23]([CH3:26])([CH3:25])[CH3:24]. The catalyst is [N+](CCCC)(CCCC)(CCCC)CCCC.[Br-].[OH-].[Na+].O. The product is [C:3]([C:5]1[N:6]([CH2:18][CH2:19][NH:20][C:21](=[O:27])[O:22][C:23]([CH3:26])([CH3:25])[CH3:24])[C:7]2[C:12]([CH:13]=1)=[CH:11][CH:10]=[C:9]([S:14][CH3:15])[CH:8]=2)(=[O:4])[CH:2]([CH3:16])[CH3:1]. The yield is 0.207. (3) The reactants are C(O[C:4]([S-])=[S:5])C.[K+].[NH2:8][C:9]1[CH:14]=[C:13]([Cl:15])[CH:12]=[CH:11][C:10]=1[OH:16].C(O)C.O. The catalyst is C(O)(=O)C. The product is [Cl:15][C:13]1[CH:12]=[CH:11][C:10]2[O:16][C:4]([SH:5])=[N:8][C:9]=2[CH:14]=1. The yield is 0.984. (4) The reactants are [NH:1]1[CH2:6][NH:5][C:4](=[O:7])[NH:3][C:2]1=[O:8].[C:9](OC(=O)C)(=[O:11])[CH3:10].OS(O)(=O)=O.[C:21](O)(=[O:23])[CH3:22]. No catalyst specified. The product is [C:9]([N:1]1[CH2:6][N:5]([C:21](=[O:23])[CH3:22])[C:4](=[O:7])[NH:3][C:2]1=[O:8])(=[O:11])[CH3:10]. The yield is 0.950. (5) The reactants are [NH2:1][C:2]1[CH:3]=[C:4]2[C:8](=[CH:9][CH:10]=1)[C:7]1([C:14](=[O:15])[N:13]([CH2:16][C:17]([N:19]([CH2:25][C:26]3[CH:31]=[CH:30][CH:29]=[CH:28][CH:27]=3)[C@H:20]([CH:22]3[CH2:24][CH2:23]3)[CH3:21])=[O:18])[C:12](=[O:32])[NH:11]1)[CH2:6][CH2:5]2.[CH3:33][O:34][CH:35]=[CH:36][C:37]([N:39]=[C:40]=[O:41])=[O:38].O=C1NC2(C3C(=CC=CC=3)C(C(O)=O)C2)C(=O)N1. The catalyst is C1COCC1. The product is [CH2:25]([N:19]([C@H:20]([CH:22]1[CH2:23][CH2:24]1)[CH3:21])[C:17](=[O:18])[CH2:16][N:13]1[C:14](=[O:15])[C:7]2([C:8]3[C:4](=[CH:3][C:2]([NH:1][C:40]([NH:39][C:37](=[O:38])/[CH:36]=[CH:35]/[O:34][CH3:33])=[O:41])=[CH:10][CH:9]=3)[CH2:5][CH2:6]2)[NH:11][C:12]1=[O:32])[C:26]1[CH:31]=[CH:30][CH:29]=[CH:28][CH:27]=1. The yield is 0.248. (6) The reactants are [F:1][C:2]1[CH:7]=[CH:6][CH:5]=[C:4]([F:8])[C:3]=1[N:9]1[CH2:14][CH2:13][NH:12][CH2:11][CH2:10]1.Cl[CH2:16][CH2:17][N:18]1[C:27](=[O:28])[CH2:26][C:21]2([CH2:25][CH2:24][CH2:23][CH2:22]2)[CH2:20][C:19]1=[O:29]. No catalyst specified. The product is [F:8][C:4]1[CH:5]=[CH:6][CH:7]=[C:2]([F:1])[C:3]=1[N:9]1[CH2:14][CH2:13][N:12]([CH2:16][CH2:17][N:18]2[C:19](=[O:29])[CH2:20][C:21]3([CH2:25][CH2:24][CH2:23][CH2:22]3)[CH2:26][C:27]2=[O:28])[CH2:11][CH2:10]1. The yield is 0.260. (7) The reactants are Br[C:2]1[S:3][C:4]2[CH:10]=[CH:9][C:8]([F:11])=[CH:7][C:5]=2[N:6]=1.[NH2:12][C:13]1[CH:18]=[CH:17][C:16]([CH2:19][C:20]([O:22][CH3:23])=[O:21])=[CH:15][C:14]=1[Cl:24].[NH+]1C=CC=CC=1.CC1C=CC(S(O)(=O)=O)=CC=1. The catalyst is C1(C)C(C)=CC=CC=1. The product is [Cl:24][C:14]1[CH:15]=[C:16]([CH2:19][C:20]([O:22][CH3:23])=[O:21])[CH:17]=[CH:18][C:13]=1[NH:12][C:2]1[S:3][C:4]2[CH:10]=[CH:9][C:8]([F:11])=[CH:7][C:5]=2[N:6]=1. The yield is 0.370. (8) The reactants are [CH3:1][O:2][C:3]1[C:4](=[O:25])[C:5]([CH3:24])=[C:6]([CH2:12][C:13]2[CH:14]=[C:15]([CH:19]=[CH:20][C:21]([OH:23])=O)[CH:16]=[CH:17][CH:18]=2)[C:7](=[O:11])[C:8]=1[O:9][CH3:10].[NH:26]1[CH2:31][CH2:30][O:29][CH2:28][CH2:27]1. No catalyst specified. The product is [CH3:1][O:2][C:3]1[C:4](=[O:25])[C:5]([CH3:24])=[C:6]([CH2:12][C:13]2[CH:14]=[C:15]([CH:19]=[CH:20][C:21]([N:26]3[CH2:31][CH2:30][O:29][CH2:28][CH2:27]3)=[O:23])[CH:16]=[CH:17][CH:18]=2)[C:7](=[O:11])[C:8]=1[O:9][CH3:10]. The yield is 0.550. (9) The reactants are C(N(CC)CC)C.[F:8][C:9]1[CH:17]=[C:16]2[C:12]([C:13]([CH:25]=[O:26])=[CH:14][N:15]2C(OC(C)(C)C)=O)=[CH:11][CH:10]=1.[CH3:27][O:28][C:29]1[CH:30]=[C:31]([N:35]=[CH:36][C:37]2[CH:38]=[N:39][C:40]([O:43][CH3:44])=[CH:41][CH:42]=2)[CH:32]=[N:33][CH:34]=1. The yield is 0.130. The product is [F:8][C:9]1[CH:17]=[C:16]2[C:12]([C:13]([C:25](=[O:26])[CH:36]([C:37]3[CH:38]=[N:39][C:40]([O:43][CH3:44])=[CH:41][CH:42]=3)[NH:35][C:31]3[CH:32]=[N:33][CH:34]=[C:29]([O:28][CH3:27])[CH:30]=3)=[CH:14][NH:15]2)=[CH:11][CH:10]=1. The catalyst is [Cl-].C([N+]1C(C)=C(CCO)SC=1)C1C=CC=CC=1.C(O)C. (10) The reactants are Cl[C:2]1[C:11]2[C:6](=[C:7]([C:13]3[CH:14]=[C:15]4[C:20](=[CH:21][CH:22]=3)[N:19]=[C:18]([NH:23][CH3:24])[N:17]=[CH:16]4)[C:8]([CH3:12])=[CH:9][CH:10]=2)[CH:5]=[CH:4][N:3]=1.[F:25][C:26]([F:35])([F:34])[C:27]1[CH:28]=[C:29]([NH2:33])[CH:30]=[CH:31][CH:32]=1.O1CCOCC1.C[Si]([N-][Si](C)(C)C)(C)C.[Li+]. The catalyst is C(OCC)(=O)C.C1C=CC(/C=C/C(/C=C/C2C=CC=CC=2)=O)=CC=1.C1C=CC(/C=C/C(/C=C/C2C=CC=CC=2)=O)=CC=1.C1C=CC(/C=C/C(/C=C/C2C=CC=CC=2)=O)=CC=1.[Pd].[Pd].CN(C1C(C2C(P(C3CCCCC3)C3CCCCC3)=CC=CC=2)=CC=CC=1)C. The product is [CH3:24][NH:23][C:18]1[N:17]=[CH:16][C:15]2[C:20](=[CH:21][CH:22]=[C:13]([C:7]3[C:8]([CH3:12])=[CH:9][CH:10]=[C:11]4[C:6]=3[CH:5]=[CH:4][N:3]=[C:2]4[NH:33][C:29]3[CH:30]=[CH:31][CH:32]=[C:27]([C:26]([F:34])([F:35])[F:25])[CH:28]=3)[CH:14]=2)[N:19]=1. The yield is 0.510.